Dataset: Catalyst prediction with 721,799 reactions and 888 catalyst types from USPTO. Task: Predict which catalyst facilitates the given reaction. (1) Reactant: C([O-])([O-])=O.[K+].[K+].[CH2:7]([CH:11]1[CH2:16][CH2:15][NH:14][CH2:13][CH2:12]1)[CH2:8][CH2:9][CH3:10].Cl[CH2:18][CH2:19][CH2:20][N:21]1[C:26]2[CH:27]=[CH:28][CH:29]=[CH:30][C:25]=2[S:24][CH2:23][C:22]1=[O:31].CO. Product: [CH2:7]([CH:11]1[CH2:16][CH2:15][N:14]([CH2:18][CH2:19][CH2:20][N:21]2[C:26]3[CH:27]=[CH:28][CH:29]=[CH:30][C:25]=3[S:24][CH2:23][C:22]2=[O:31])[CH2:13][CH2:12]1)[CH2:8][CH2:9][CH3:10]. The catalyst class is: 10. (2) Reactant: Cl.[N:2]1([C:8]([O:10][CH2:11][C:12]([NH:14][CH3:15])=[O:13])=[O:9])[CH2:7][CH2:6][NH:5][CH2:4][CH2:3]1.C(=O)([O-])[O-].[K+].[K+].Br[CH2:23][CH2:24][O:25][C:26]1[CH:31]=[CH:30][C:29]([Cl:32])=[CH:28][CH:27]=1. Product: [Cl:32][C:29]1[CH:30]=[CH:31][C:26]([O:25][CH2:24][CH2:23][N:5]2[CH2:6][CH2:7][N:2]([C:8]([O:10][CH2:11][C:12]([NH:14][CH3:15])=[O:13])=[O:9])[CH2:3][CH2:4]2)=[CH:27][CH:28]=1. The catalyst class is: 10. (3) Reactant: [NH:1]1[C:5]2=[N:6][CH:7]=[CH:8][CH:9]=[C:4]2[C:3]([OH:10])=[N:2]1.[OH-].[Na+].[F:13][C:14]1[CH:21]=[CH:20][CH:19]=[CH:18][C:15]=1[CH2:16]Cl.O. Product: [F:13][C:14]1[CH:21]=[CH:20][CH:19]=[CH:18][C:15]=1[CH2:16][N:1]1[C:5]2=[N:6][CH:7]=[CH:8][CH:9]=[C:4]2[C:3]([O:10][CH2:16][C:15]2[CH:18]=[CH:19][CH:20]=[CH:21][C:14]=2[F:13])=[N:2]1. The catalyst class is: 16. (4) Reactant: [C:1]1([C@:7]2([C:16]([O:18]C)=[O:17])[CH2:9][C@@H:8]2[C:10]2[CH:15]=[CH:14][CH:13]=[CH:12][CH:11]=2)[CH:6]=[CH:5][CH:4]=[CH:3][CH:2]=1.CC([O-])(C)C.[K+]. Product: [C:1]1([C@:7]2([C:16]([OH:18])=[O:17])[CH2:9][C@@H:8]2[C:10]2[CH:11]=[CH:12][CH:13]=[CH:14][CH:15]=2)[CH:2]=[CH:3][CH:4]=[CH:5][CH:6]=1. The catalyst class is: 16.